This data is from Catalyst prediction with 721,799 reactions and 888 catalyst types from USPTO. The task is: Predict which catalyst facilitates the given reaction. (1) Reactant: [CH:1]([C:3]1[CH:8]=[CH:7][C:6](B(O)O)=[CH:5][CH:4]=1)=[O:2].[CH3:12][CH:13]([NH:15][CH2:16][CH2:17][CH2:18][N:19]1[C:28]([S:29][C:30]2[CH:35]=[C:34]3[O:36][CH2:37][O:38][C:33]3=[CH:32][C:31]=2I)=[N:27][C:21]2[C:22]([NH2:26])=[N:23][CH:24]=[N:25][C:20]1=2)[CH3:14].C([O-])(O)=O.[Na+].CN(C=O)C. Product: [NH2:26][C:22]1[N:23]=[CH:24][N:25]=[C:20]2[C:21]=1[N:27]=[C:28]([S:29][C:30]1[C:31]([C:6]3[CH:7]=[CH:8][C:3]([CH:1]=[O:2])=[CH:4][CH:5]=3)=[CH:32][C:33]3[O:38][CH2:37][O:36][C:34]=3[CH:35]=1)[N:19]2[CH2:18][CH2:17][CH2:16][NH:15][CH:13]([CH3:12])[CH3:14]. The catalyst class is: 189. (2) Reactant: [NH2:1][C:2]1[C:3]([CH3:12])=[C:4]([CH:9]=[CH:10][CH:11]=1)[C:5]([O:7][CH3:8])=[O:6].O=[C:14]1[CH2:19][CH2:18][CH:17]([NH:20][C:21](=[O:27])[O:22][C:23]([CH3:26])([CH3:25])[CH3:24])[CH2:16][CH2:15]1.C(O)(=O)C.C(O[BH-](OC(=O)C)OC(=O)C)(=O)C.[Na+]. Product: [C:23]([O:22][C:21]([NH:20][C@H:17]1[CH2:18][CH2:19][C@H:14]([NH:1][C:2]2[C:3]([CH3:12])=[C:4]([CH:9]=[CH:10][CH:11]=2)[C:5]([O:7][CH3:8])=[O:6])[CH2:15][CH2:16]1)=[O:27])([CH3:26])([CH3:24])[CH3:25]. The catalyst class is: 68. (3) Reactant: [F:1][C:2]([F:7])([F:6])[C:3]([OH:5])=[O:4].[C:8]([NH:11][C:12]1[S:27][C:15]2[CH2:16][N:17](C(OC(C)(C)C)=O)[CH2:18][CH2:19][C:14]=2[C:13]=1[C:28]1[S:29][C:30]2[CH:36]=[CH:35][C:34]([Cl:37])=[CH:33][C:31]=2[N:32]=1)(=[O:10])[CH3:9]. Product: [F:1][C:2]([F:7])([F:6])[C:3]([O-:5])=[O:4].[C:8]([NH:11][C:12]1[S:27][C:15]2[CH2:16][NH2+:17][CH2:18][CH2:19][C:14]=2[C:13]=1[C:28]1[S:29][C:30]2[CH:36]=[CH:35][C:34]([Cl:37])=[CH:33][C:31]=2[N:32]=1)(=[O:10])[CH3:9]. The catalyst class is: 4. (4) Reactant: O=C1C2[C:5](=[C:6](/[N:11]=[CH:12]/[C:13]3[CH:18]=[CH:17][C:16]([CH:19]4[CH2:23][CH2:22][CH2:21][N:20]4[C:24]([O:26][CH2:27][C:28]4[CH:33]=[CH:32][CH:31]=[CH:30][CH:29]=4)=[O:25])=[CH:15][CH:14]=3)C=CC=2)[CH2:4]O1.[F:34][C:35]1[CH:42]=[CH:41][C:38]([CH:39]=O)=[CH:37][CH:36]=1.[CH3:43][CH2:44][O-:45].[Na+].[C:47]([O:51][CH2:52][CH3:53])(=[O:50])[CH2:48][CH3:49]. Product: [CH2:27]([O:26][C:24]([N:20]1[CH2:21][CH2:22][CH2:23][CH:19]1[C:16]1[CH:17]=[CH:18][C:13]([CH:12]2[CH:39]([C:38]3[CH:41]=[CH:42][C:35]([F:34])=[CH:36][CH:37]=3)[C:44](=[O:45])[C:43]3[C:48]([C:47]([O:51][CH2:52][CH3:53])=[O:50])=[CH:49][CH:4]=[CH:5][C:6]=3[NH:11]2)=[CH:14][CH:15]=1)=[O:25])[C:28]1[CH:29]=[CH:30][CH:31]=[CH:32][CH:33]=1. The catalyst class is: 14. (5) Reactant: [F:1][C:2]1[CH:7]=[CH:6][CH:5]=[C:4]([F:8])[N:3]=1.[Li]CCCC.[I:14]I. Product: [F:1][C:2]1[C:7]([I:14])=[CH:6][CH:5]=[C:4]([F:8])[N:3]=1. The catalyst class is: 11. (6) Reactant: N1C=CC=CC=1.[Cl:7][C:8]1[N:16]=[CH:15][N:14]=[C:13]2[C:9]=1[N:10]=[CH:11][N:12]2[C@@H:17]1[CH2:21][C@H:20]([OH:22])[CH:19]=[CH:18]1.Cl[C:24]([O:26][CH2:27][CH3:28])=[O:25]. Product: [CH2:27]([O:26][C:24](=[O:25])[O:22][C@H:20]1[CH2:21][C@@H:17]([N:12]2[CH:11]=[N:10][C:9]3[C:13]2=[N:14][CH:15]=[N:16][C:8]=3[Cl:7])[CH:18]=[CH:19]1)[CH3:28]. The catalyst class is: 1.